Dataset: Reaction yield outcomes from USPTO patents with 853,638 reactions. Task: Predict the reaction yield, written as a fraction of the theoretical maximum amount of product (1.0 means a 100% yield; for example, 0.34 means a 34% yield). (1) The reactants are [NH2:1][C@@:2]1([CH2:9][C:10]#[C:11][C:12]2[CH:17]=[C:16]([C:18]3[CH:23]=[CH:22][CH:21]=[C:20]([O:24][C:25]([F:28])([F:27])[F:26])[CH:19]=3)[CH:15]=[CH:14][N:13]=2)[CH2:6][CH2:5][N:4]([CH3:7])[C:3]1=[O:8].N. The catalyst is CC#N.CO.CCOC(C)=O.FC(F)(F)S([O-])(=O)=O.[Ag+]. The product is [CH3:7][N:4]1[CH2:5][CH2:6][C@:2]2([N:1]=[C:11]([C:12]3[CH:17]=[C:16]([C:18]4[CH:23]=[CH:22][CH:21]=[C:20]([O:24][C:25]([F:28])([F:27])[F:26])[CH:19]=4)[CH:15]=[CH:14][N:13]=3)[CH2:10][CH2:9]2)[C:3]1=[O:8]. The yield is 0.741. (2) The reactants are [F:1][C:2]1[C:10]([O:11][C:12]2[C:17]3=[C:18]([CH3:25])[C:19](C(O)(C)C)=[CH:20][N:16]3[N:15]=[CH:14][N:13]=2)=[CH:9][CH:8]=[C:7]2[C:3]=1[CH:4]=[C:5]([CH3:26])[NH:6]2.[CH2:27]1[O:29][CH:28]1[CH2:30][OH:31].C(N(CC)CC)C.C([OH:41])C. No catalyst specified. The product is [F:1][C:2]1[C:10]([O:11][C:12]2[C:17]3=[C:18]([CH3:25])[C:19]([O:29][CH2:27][C@@H:28]([OH:41])[CH2:30][OH:31])=[CH:20][N:16]3[N:15]=[CH:14][N:13]=2)=[CH:9][CH:8]=[C:7]2[C:3]=1[CH:4]=[C:5]([CH3:26])[NH:6]2. The yield is 0.480. (3) The reactants are [NH2:1][C:2]1[CH:16]=[CH:15][C:5]([O:6][C:7]2[CH:14]=[CH:13][C:10]([C:11]#[N:12])=[CH:9][CH:8]=2)=[C:4](Br)[CH:3]=1.[CH3:18][C:19]1([CH3:35])[C:23]([CH3:25])([CH3:24])[O:22][B:21]([B:21]2[O:22][C:23]([CH3:25])([CH3:24])[C:19]([CH3:35])([CH3:18])[O:20]2)[O:20]1.C([O-])(=O)C.[K+]. The catalyst is O1CCOCC1.C1C=CC(/C=C/C(/C=C/C2C=CC=CC=2)=O)=CC=1.C1C=CC(/C=C/C(/C=C/C2C=CC=CC=2)=O)=CC=1.C1C=CC(/C=C/C(/C=C/C2C=CC=CC=2)=O)=CC=1.[Pd].[Pd].CC12CC3(C)P(C4C=CC=CC=4)C(C)(CC(C)(O3)O1)O2. The product is [NH2:1][C:2]1[CH:16]=[CH:15][C:5]([O:6][C:7]2[CH:14]=[CH:13][C:10]([C:11]#[N:12])=[CH:9][CH:8]=2)=[C:4]([B:21]2[O:22][C:23]([CH3:25])([CH3:24])[C:19]([CH3:35])([CH3:18])[O:20]2)[CH:3]=1. The yield is 0.980. (4) The reactants are CC(OC([N:8]([CH2:32][CH3:33])[C@@H:9]1[CH2:13][CH2:12][N:11]([C:14]2[C:19]([C:20]([O:22][CH:23]([CH3:25])[CH3:24])=[O:21])=[C:18]([C:26]3[CH:31]=[CH:30][CH:29]=[CH:28][CH:27]=3)[CH:17]=[CH:16][N:15]=2)[CH2:10]1)=O)(C)C.Cl.O1CCOCC1.C([O-])(O)=O.[Na+]. No catalyst specified. The product is [CH2:32]([NH:8][C@@H:9]1[CH2:13][CH2:12][N:11]([C:14]2[C:19]([C:20]([O:22][CH:23]([CH3:25])[CH3:24])=[O:21])=[C:18]([C:26]3[CH:31]=[CH:30][CH:29]=[CH:28][CH:27]=3)[CH:17]=[CH:16][N:15]=2)[CH2:10]1)[CH3:33]. The yield is 0.940. (5) The reactants are FC1(F)C2C(=CC=CC=2[C@@H](O[C@]23CCC[C@@]2(CC=C)CCO3)C(F)(F)F)NC1=O.[F:30][C:31]1([F:56])[C:39]2[C:34](=[CH:35][CH:36]=[C:37]([F:54])[C:38]=2[CH:40]([O:42][C@]23CCC[C@@]2(CC=C)CCO3)[CH3:41])[NH:33][C:32]1=[O:55]. No catalyst specified. The product is [F:56][C:31]1([F:30])[C:39]2[C:34](=[CH:35][CH:36]=[C:37]([F:54])[C:38]=2[CH:40]([OH:42])[CH3:41])[NH:33][C:32]1=[O:55]. The yield is 0.640. (6) The reactants are [C:1]([C:3]1[CH:8]=[CH:7][C:6]([NH:9][CH:10]([C:15]2[CH:16]=[C:17]([CH2:25][CH3:26])[C:18]3[O:22][CH:21]=[C:20]([CH3:23])[C:19]=3[CH:24]=2)[C:11]([O:13]C)=[O:12])=[CH:5][CH:4]=1)#[N:2].O[Li].O.C1COCC1. The catalyst is O. The product is [C:1]([C:3]1[CH:4]=[CH:5][C:6]([NH:9][CH:10]([C:15]2[CH:16]=[C:17]([CH2:25][CH3:26])[C:18]3[O:22][CH:21]=[C:20]([CH3:23])[C:19]=3[CH:24]=2)[C:11]([OH:13])=[O:12])=[CH:7][CH:8]=1)#[N:2]. The yield is 0.980.